The task is: Predict the reactants needed to synthesize the given product.. This data is from Full USPTO retrosynthesis dataset with 1.9M reactions from patents (1976-2016). (1) Given the product [Cl:1][C:2]1[N:7]=[CH:6][C:5]2[C:8]([O:30][CH3:31])=[N:9][NH:10][C:4]=2[CH:3]=1, predict the reactants needed to synthesize it. The reactants are: [Cl:1][C:2]1[N:7]=[CH:6][C:5]2[C:8]([O:30][CH3:31])=[N:9][N:10](C(C3C=CC=CC=3)(C3C=CC=CC=3)C3C=CC=CC=3)[C:4]=2[CH:3]=1.C([SiH](CC)CC)C.C([O-])(O)=O.[Na+]. (2) The reactants are: [CH2:1]([O:8][C:9]1[CH:18]=[CH:17][CH:16]=[C:15]2[C:10]=1[CH2:11][CH2:12][CH2:13][C@@H:14]2[C:19]([N:21]([C:28]1[CH:29]=[N:30][C:31]([CH:34]([CH3:36])[CH3:35])=[CH:32][CH:33]=1)[CH2:22][C:23]1[CH:24]=[N:25][NH:26][CH:27]=1)=[O:20])[C:2]1[CH:7]=[CH:6][CH:5]=[CH:4][CH:3]=1.CN(C)C=O.[CH2:42](I)[CH3:43].C(=O)([O-])[O-].[K+].[K+]. Given the product [CH2:1]([O:8][C:9]1[CH:18]=[CH:17][CH:16]=[C:15]2[C:10]=1[CH2:11][CH2:12][CH2:13][C@@H:14]2[C:19]([N:21]([CH2:22][C:23]1[CH:24]=[N:25][N:26]([CH2:42][CH3:43])[CH:27]=1)[C:28]1[CH:29]=[N:30][C:31]([CH:34]([CH3:36])[CH3:35])=[CH:32][CH:33]=1)=[O:20])[C:2]1[CH:7]=[CH:6][CH:5]=[CH:4][CH:3]=1, predict the reactants needed to synthesize it. (3) Given the product [O:1]1[CH2:6][CH2:5][CH:4]([CH2:7][O:8][S:17]([C:14]2[CH:15]=[CH:16][C:11]([CH3:21])=[CH:12][CH:13]=2)(=[O:19])=[O:18])[CH2:3][CH2:2]1, predict the reactants needed to synthesize it. The reactants are: [O:1]1[CH2:6][CH2:5][CH:4]([CH2:7][OH:8])[CH2:3][CH2:2]1.[OH-].[Na+].[C:11]1([CH3:21])[CH:16]=[CH:15][C:14]([S:17](Cl)(=[O:19])=[O:18])=[CH:13][CH:12]=1.Cl.CC1CCCCC1. (4) Given the product [CH3:36][C@H:16]1[C:17]2[C:22]([N:23]3[CH2:28][CH2:27][N:26]([C:29]([O:31][C:32]([CH3:35])([CH3:34])[CH3:33])=[O:30])[CH2:25][CH2:24]3)=[N:21][CH:20]=[N:19][C:18]=2[C@H:14]([O:13][C:8](=[O:9])[C:7]2[CH:6]=[CH:5][C:4]([N+:1]([O-:3])=[O:2])=[CH:12][CH:11]=2)[CH2:15]1, predict the reactants needed to synthesize it. The reactants are: [N+:1]([C:4]1[CH:12]=[CH:11][C:7]([C:8](Cl)=[O:9])=[CH:6][CH:5]=1)([O-:3])=[O:2].[OH:13][C@H:14]1[C:18]2[N:19]=[CH:20][N:21]=[C:22]([N:23]3[CH2:28][CH2:27][N:26]([C:29]([O:31][C:32]([CH3:35])([CH3:34])[CH3:33])=[O:30])[CH2:25][CH2:24]3)[C:17]=2[C@H:16]([CH3:36])[CH2:15]1.C(N(CC)CC)C.C([O-])(O)=O.[Na+]. (5) Given the product [Br:2][C:3]1[C:4]2[C:15]3[C:10](=[CH:11][CH:12]=[C:13]([Cl:16])[CH:14]=3)[CH:9]=[CH:8][C:5]=2[S:6][CH:7]=1, predict the reactants needed to synthesize it. The reactants are: O.[Br:2][C:3]1[CH:4]=[C:5]([CH:8]=[CH:9][C:10]2[CH:15]=[CH:14][C:13]([Cl:16])=[CH:12][CH:11]=2)[S:6][CH:7]=1.II.